Dataset: NCI-60 drug combinations with 297,098 pairs across 59 cell lines. Task: Regression. Given two drug SMILES strings and cell line genomic features, predict the synergy score measuring deviation from expected non-interaction effect. (1) Drug 1: CC1=CC=C(C=C1)C2=CC(=NN2C3=CC=C(C=C3)S(=O)(=O)N)C(F)(F)F. Drug 2: CC1=C(C=C(C=C1)C(=O)NC2=CC(=CC(=C2)C(F)(F)F)N3C=C(N=C3)C)NC4=NC=CC(=N4)C5=CN=CC=C5. Cell line: SF-539. Synergy scores: CSS=-2.76, Synergy_ZIP=5.23, Synergy_Bliss=-1.61, Synergy_Loewe=-2.68, Synergy_HSA=-2.50. (2) Drug 1: CC(C1=C(C=CC(=C1Cl)F)Cl)OC2=C(N=CC(=C2)C3=CN(N=C3)C4CCNCC4)N. Drug 2: CCC1(C2=C(COC1=O)C(=O)N3CC4=CC5=C(C=CC(=C5CN(C)C)O)N=C4C3=C2)O.Cl. Cell line: M14. Synergy scores: CSS=4.33, Synergy_ZIP=-5.39, Synergy_Bliss=1.71, Synergy_Loewe=-22.7, Synergy_HSA=-1.43. (3) Drug 1: C1CCC(C1)C(CC#N)N2C=C(C=N2)C3=C4C=CNC4=NC=N3. Drug 2: CC1=C(N=C(N=C1N)C(CC(=O)N)NCC(C(=O)N)N)C(=O)NC(C(C2=CN=CN2)OC3C(C(C(C(O3)CO)O)O)OC4C(C(C(C(O4)CO)O)OC(=O)N)O)C(=O)NC(C)C(C(C)C(=O)NC(C(C)O)C(=O)NCCC5=NC(=CS5)C6=NC(=CS6)C(=O)NCCC[S+](C)C)O. Cell line: CAKI-1. Synergy scores: CSS=14.6, Synergy_ZIP=-11.8, Synergy_Bliss=-14.7, Synergy_Loewe=-19.3, Synergy_HSA=-9.34. (4) Cell line: ACHN. Drug 2: CS(=O)(=O)OCCCCOS(=O)(=O)C. Drug 1: CN1C(=O)N2C=NC(=C2N=N1)C(=O)N. Synergy scores: CSS=13.3, Synergy_ZIP=-6.01, Synergy_Bliss=-3.98, Synergy_Loewe=-4.52, Synergy_HSA=-2.54. (5) Drug 1: C1CC(C1)(C(=O)O)C(=O)O.[NH2-].[NH2-].[Pt+2]. Drug 2: C1=CN(C=N1)CC(O)(P(=O)(O)O)P(=O)(O)O. Cell line: SF-295. Synergy scores: CSS=5.80, Synergy_ZIP=-3.89, Synergy_Bliss=0.116, Synergy_Loewe=-2.71, Synergy_HSA=-2.31.